Regression/Classification. Given a drug SMILES string, predict its absorption, distribution, metabolism, or excretion properties. Task type varies by dataset: regression for continuous measurements (e.g., permeability, clearance, half-life) or binary classification for categorical outcomes (e.g., BBB penetration, CYP inhibition). Dataset: cyp3a4_veith. From a dataset of CYP3A4 inhibition data for predicting drug metabolism from PubChem BioAssay. The molecule is Cc1ccc(C(=O)c2ccccc2C(=O)O)s1. The result is 0 (non-inhibitor).